Dataset: Catalyst prediction with 721,799 reactions and 888 catalyst types from USPTO. Task: Predict which catalyst facilitates the given reaction. The catalyst class is: 1. Reactant: [Br:1][C:2]1[CH:9]=[CH:8][C:5]([CH:6]=[O:7])=[CH:4][CH:3]=1.[CH:10]([Mg]Cl)([CH3:12])[CH3:11].[NH4+].[Cl-]. Product: [Br:1][C:2]1[CH:9]=[CH:8][C:5]([CH:6]([OH:7])[CH:10]([CH3:12])[CH3:11])=[CH:4][CH:3]=1.